From a dataset of Full USPTO retrosynthesis dataset with 1.9M reactions from patents (1976-2016). Predict the reactants needed to synthesize the given product. (1) Given the product [CH3:9][CH:8]([O:10][C:11]1[CH:12]=[C:13]([CH:17]=[C:18]([O:20][CH2:21][C:22]2[CH:27]=[CH:26][CH:25]=[CH:24][CH:23]=2)[CH:19]=1)[C:14]([NH:28][C:29]1[CH:34]=[N:33][C:32]([CH3:35])=[CH:31][N:30]=1)=[O:16])[CH3:7], predict the reactants needed to synthesize it. The reactants are: C(Cl)(=O)C(Cl)=O.[CH3:7][CH:8]([O:10][C:11]1[CH:12]=[C:13]([CH:17]=[C:18]([O:20][CH2:21][C:22]2[CH:27]=[CH:26][CH:25]=[CH:24][CH:23]=2)[CH:19]=1)[C:14]([OH:16])=O)[CH3:9].[NH2:28][C:29]1[CH:34]=[N:33][C:32]([CH3:35])=[CH:31][N:30]=1.N1C=CC=CC=1. (2) Given the product [CH:34]1([O:1][C:2]2[CH:3]=[CH:4][C:5]([N:8]3[C:13](=[O:14])[C:12]([CH2:15][C:16]4[CH:21]=[CH:20][C:19]([C:22]5[CH:27]=[CH:26][CH:25]=[CH:24][C:23]=5[C:28]5[NH:61][C:62](=[O:63])[O:64][N:29]=5)=[CH:18][CH:17]=4)=[C:11]([CH2:30][CH2:31][CH3:32])[N:10]=[C:9]3[CH3:33])=[CH:6][CH:7]=2)[CH2:39][CH2:38][CH2:37][CH2:36][CH2:35]1, predict the reactants needed to synthesize it. The reactants are: [OH:1][C:2]1[CH:7]=[CH:6][C:5]([N:8]2[C:13](=[O:14])[C:12]([CH2:15][C:16]3[CH:21]=[CH:20][C:19]([C:22]4[C:23]([C:28]#[N:29])=[CH:24][CH:25]=[CH:26][CH:27]=4)=[CH:18][CH:17]=3)=[C:11]([CH2:30][CH2:31][CH3:32])[N:10]=[C:9]2[CH3:33])=[CH:4][CH:3]=1.[CH:34]1(O)[CH2:39][CH2:38][CH2:37][CH2:36][CH2:35]1.C1(P(C2C=CC=CC=2)C2C=CC=CC=2)C=CC=CC=1.[N:61]([C:62]([O:64]C(C)C)=[O:63])=[N:61][C:62]([O:64]C(C)C)=[O:63].Cl.NO.C(=O)([O-])O.[Na+]. (3) Given the product [CH2:24]([C:26]1[C:27]2[N:28]([C:5]([C:6]3[C:11]([C:12]#[N:13])=[CH:10][N:9]=[C:8]([S:14][CH3:15])[N:7]=3)=[CH:4][N:32]=2)[CH:29]=[CH:30][CH:31]=1)[CH3:25], predict the reactants needed to synthesize it. The reactants are: C(O/[CH:4]=[CH:5]\[C:6]1[C:11]([C:12]#[N:13])=[CH:10][N:9]=[C:8]([S:14][CH3:15])[N:7]=1)C.BrN1C(=O)CCC1=O.[CH2:24]([C:26]1[C:27]([NH2:32])=[N:28][CH:29]=[CH:30][CH:31]=1)[CH3:25].C(=O)([O-])O.[Na+]. (4) The reactants are: [NH2:1][CH2:2][CH:3]([OH:8])[CH2:4][CH:5]([CH3:7])[CH3:6].[H-].[Na+].[O:11]1[C:15]2[CH:16]=[CH:17][CH:18]=[CH:19][C:14]=2[CH:13]=[C:12]1[C:20]1[N:24]2[N:25]=[C:26](Cl)[CH:27]=[CH:28][C:23]2=[N:22][CH:21]=1. Given the product [O:11]1[C:15]2[CH:16]=[CH:17][CH:18]=[CH:19][C:14]=2[CH:13]=[C:12]1[C:20]1[N:24]2[N:25]=[C:26]([O:8][CH:3]([CH2:4][CH:5]([CH3:7])[CH3:6])[CH2:2][NH2:1])[CH:27]=[CH:28][C:23]2=[N:22][CH:21]=1, predict the reactants needed to synthesize it. (5) Given the product [CH2:17]([N:20]1[C:24]2[CH2:25][CH:26]([C:30]([O:32][CH3:33])=[O:31])[C:27]3[C:12](=[O:14])[CH2:11][C:2]4([NH:1][C:28]=3[C:23]=2[N:22]=[C:21]1[CH3:34])[CH2:3][C:4]1[C:9](=[CH:8][CH:7]=[CH:6][CH:5]=1)[CH2:10]4)[CH:18]=[CH2:19], predict the reactants needed to synthesize it. The reactants are: [NH2:1][C:2]1([CH2:11][C:12]([O:14]CC)=O)[CH2:10][C:9]2[C:4](=[CH:5][CH:6]=[CH:7][CH:8]=2)[CH2:3]1.[CH2:17]([N:20]1[C:24]2[CH2:25][CH:26]([C:30]([O:32][CH3:33])=[O:31])[CH2:27][C:28](=O)[C:23]=2[N:22]=[C:21]1[CH3:34])[CH:18]=[CH2:19].O.C1(C)C=CC(S(O)(=O)=O)=CC=1. (6) Given the product [C:25]([NH:12][CH:11]([C:13]([OH:15])=[O:14])[CH2:10][C:9]1[CH:16]=[CH:17][C:6]([CH2:5][P:1]([OH:4])([OH:3])=[O:2])=[CH:7][CH:8]=1)([O:27][C:28]([CH3:31])([CH3:30])[CH3:29])=[O:26], predict the reactants needed to synthesize it. The reactants are: [P:1]([CH2:5][C:6]1[CH:17]=[CH:16][C:9]([CH2:10][CH:11]([C:13]([OH:15])=[O:14])[NH2:12])=[CH:8][CH:7]=1)([OH:4])([OH:3])=[O:2].C(N(CC)CC)C.[C:25](O[C:25]([O:27][C:28]([CH3:31])([CH3:30])[CH3:29])=[O:26])([O:27][C:28]([CH3:31])([CH3:30])[CH3:29])=[O:26]. (7) Given the product [CH3:26][CH2:4][CH2:3][CH2:8][CH2:7][CH2:6][CH2:5][CH2:24][CH3:25], predict the reactants needed to synthesize it. The reactants are: C([C:3]1[CH:8]=[CH:7][C:6](N=C2SCC3(CCCC3)N2C2CCCC2)=[C:5]([CH2:24][CH3:25])[CH:4]=1)=O.[C:26](#N)C. (8) Given the product [F:1][C:2]([F:18])([F:19])[C:3]1[CH:4]=[C:5]([C:13]2([C:14]([O:16][CH3:17])=[O:15])[CH2:24][CH2:23]2)[CH:6]=[C:7]([C:9]([F:11])([F:12])[F:10])[CH:8]=1, predict the reactants needed to synthesize it. The reactants are: [F:1][C:2]([F:19])([F:18])[C:3]1[CH:4]=[C:5]([CH2:13][C:14]([O:16][CH3:17])=[O:15])[CH:6]=[C:7]([C:9]([F:12])([F:11])[F:10])[CH:8]=1.[H-].[Na+].Br[CH2:23][CH2:24]Cl.O. (9) Given the product [Si:18]([O:1][CH2:2][C:3]([C:5]1[N:6]=[CH:7][N:8]2[CH:12]=[CH:11][S:10][C:9]=12)=[O:4])([C:21]([CH3:24])([CH3:23])[CH3:22])([CH3:20])[CH3:19], predict the reactants needed to synthesize it. The reactants are: [OH:1][CH2:2][C:3]([C:5]1[N:6]=[CH:7][N:8]2[CH:12]=[CH:11][S:10][C:9]=12)=[O:4].N1C=CN=C1.[Si:18](Cl)([C:21]([CH3:24])([CH3:23])[CH3:22])([CH3:20])[CH3:19].